Dataset: NCI-60 drug combinations with 297,098 pairs across 59 cell lines. Task: Regression. Given two drug SMILES strings and cell line genomic features, predict the synergy score measuring deviation from expected non-interaction effect. Drug 1: CC1=C2C(C(=O)C3(C(CC4C(C3C(C(C2(C)C)(CC1OC(=O)C(C(C5=CC=CC=C5)NC(=O)OC(C)(C)C)O)O)OC(=O)C6=CC=CC=C6)(CO4)OC(=O)C)O)C)O. Drug 2: CCN(CC)CCCC(C)NC1=C2C=C(C=CC2=NC3=C1C=CC(=C3)Cl)OC. Cell line: UACC62. Synergy scores: CSS=27.5, Synergy_ZIP=-4.48, Synergy_Bliss=-1.83, Synergy_Loewe=-38.6, Synergy_HSA=-0.454.